Dataset: Catalyst prediction with 721,799 reactions and 888 catalyst types from USPTO. Task: Predict which catalyst facilitates the given reaction. (1) Reactant: OC1C2N=NNC=2C=CC=1.Cl.CN(C)CCCN=C=NCC.[F:23][C:24]1[CH:25]=[C:26]([CH:30]=[CH:31][C:32]=1[F:33])[C:27](O)=O.[CH3:34][NH:35][C:36](=[S:39])[NH:37][NH2:38]. Product: [F:23][C:24]1[CH:25]=[C:26]([C:27]2[N:35]([CH3:34])[C:36]([SH:39])=[N:37][N:38]=2)[CH:30]=[CH:31][C:32]=1[F:33]. The catalyst class is: 9. (2) Reactant: C([N:8]1[CH2:12][CH:11]=[C:10]([C:13]2[CH:18]=[CH:17][C:16]([F:19])=[C:15]([F:20])[CH:14]=2)[CH2:9]1)C1C=CC=CC=1.C([O-])=O.[NH4+]. Product: [F:20][C:15]1[CH:14]=[C:13]([CH:10]2[CH2:11][CH2:12][NH:8][CH2:9]2)[CH:18]=[CH:17][C:16]=1[F:19]. The catalyst class is: 5. (3) Reactant: [NH:1]1[C:9]2[C:4](=[CH:5][CH:6]=[CH:7][CH:8]=2)[CH2:3][CH:2]1[C:10]1[C:18]2[C:13](=[CH:14][CH:15]=[C:16]([O:19][P:20]([C:28]3[CH:33]=[CH:32][CH:31]=[CH:30][CH:29]=3)([C:22]3[CH:27]=[CH:26][CH:25]=[CH:24][CH:23]=3)=[O:21])[CH:17]=2)[NH:12][N:11]=1. Product: [NH:1]1[C:9]2[C:4](=[CH:5][CH:6]=[CH:7][CH:8]=2)[CH:3]=[C:2]1[C:10]1[C:18]2[C:13](=[CH:14][CH:15]=[C:16]([O:19][P:20]([C:28]3[CH:29]=[CH:30][CH:31]=[CH:32][CH:33]=3)([C:22]3[CH:27]=[CH:26][CH:25]=[CH:24][CH:23]=3)=[O:21])[CH:17]=2)[NH:12][N:11]=1. The catalyst class is: 16. (4) Reactant: Cl.C(N=C=NCCCN(C)C)C.[O:13]=[C:14]1[C:18]([C:25]2[CH:30]=[CH:29][CH:28]=[CH:27][CH:26]=2)([C:19]2[CH:24]=[CH:23][CH:22]=[CH:21][CH:20]=2)[CH2:17][CH2:16][N:15]1[CH2:31][C:32](O)=[O:33].[CH3:35][N:36]1[CH:40]=[CH:39][C:38]([CH2:41][NH2:42])=[N:37]1. Product: [CH3:35][N:36]1[CH:40]=[CH:39][C:38]([CH2:41][NH:42][C:32](=[O:33])[CH2:31][N:15]2[CH2:16][CH2:17][C:18]([C:19]3[CH:20]=[CH:21][CH:22]=[CH:23][CH:24]=3)([C:25]3[CH:26]=[CH:27][CH:28]=[CH:29][CH:30]=3)[C:14]2=[O:13])=[N:37]1. The catalyst class is: 4. (5) Reactant: C(=O)([O-])[O-].[K+].[K+].F[C:8]1[CH:15]=[CH:14][C:11]([C:12]#[N:13])=[CH:10][CH:9]=1.[CH:16]1([NH:22][C:23]2[CH:32]=[C:31]3[C:26]([C:27](=[O:39])[C:28]([OH:38])=[CH:29][N:30]3[CH:33]3[CH2:37][CH2:36][CH2:35][CH2:34]3)=[CH:25][C:24]=2[F:40])[CH2:21][CH2:20][CH2:19][CH2:18][CH2:17]1.[Cl-].[NH4+]. Product: [CH:16]1([NH:22][C:23]2[CH:32]=[C:31]3[C:26]([C:27](=[O:39])[C:28]([O:38][C:8]4[CH:15]=[CH:14][C:11]([C:12]#[N:13])=[CH:10][CH:9]=4)=[CH:29][N:30]3[CH:33]3[CH2:37][CH2:36][CH2:35][CH2:34]3)=[CH:25][C:24]=2[F:40])[CH2:17][CH2:18][CH2:19][CH2:20][CH2:21]1. The catalyst class is: 3. (6) Reactant: [Br-].[CH3:2][O:3][CH2:4][P+](C1C=CC=CC=1)(C1C=CC=CC=1)C1C=CC=CC=1.[H-].[Na+].[CH:26]([C:28]1[CH:37]=[CH:36][CH:35]=[CH:34][C:29]=1[C:30]([O:32][CH3:33])=[O:31])=O. Product: [CH3:2][O:3]/[CH:4]=[CH:26]/[C:28]1[CH:37]=[CH:36][CH:35]=[CH:34][C:29]=1[C:30]([O:32][CH3:33])=[O:31]. The catalyst class is: 20.